Dataset: Reaction yield outcomes from USPTO patents with 853,638 reactions. Task: Predict the reaction yield, written as a fraction of the theoretical maximum amount of product (1.0 means a 100% yield; for example, 0.34 means a 34% yield). (1) The reactants are I[C:2]1[S:3][C:4]2[NH:5][C:6](=[O:15])[C:7]3[CH:8]=[CH:9][CH:10]=[CH:11][C:12]=3[C:13]=2[N:14]=1.CN(C=O)C.[CH3:21][N:22]([CH3:26])[CH2:23][C:24]#[CH:25]. The catalyst is Cl[Pd](Cl)([P](C1C=CC=CC=1)(C1C=CC=CC=1)C1C=CC=CC=1)[P](C1C=CC=CC=1)(C1C=CC=CC=1)C1C=CC=CC=1.[Cu]I.C(N(CC)CC)C. The product is [CH3:21][N:22]([CH3:26])[CH2:23][C:24]#[C:25][C:2]1[S:3][C:4]2[NH:5][C:6](=[O:15])[C:7]3[CH:8]=[CH:9][CH:10]=[CH:11][C:12]=3[C:13]=2[N:14]=1. The yield is 0.680. (2) The reactants are [CH:1]([C:3]1[CH:8]=[CH:7][C:6](B(O)O)=[CH:5][CH:4]=1)=[CH2:2].[OH:12][N:13]1[C:21](=[O:22])[C:20]2[C:15](=[CH:16][CH:17]=[CH:18][CH:19]=2)[C:14]1=[O:23].N1C=CC=CC=1. The catalyst is ClCCCl.O.Cl[Cu]. The product is [CH:1]([C:3]1[CH:8]=[CH:7][C:6]([O:12][N:13]2[C:21](=[O:22])[C:20]3[C:15](=[CH:16][CH:17]=[CH:18][CH:19]=3)[C:14]2=[O:23])=[CH:5][CH:4]=1)=[CH2:2]. The yield is 0.630. (3) The reactants are [CH2:1]([O:8][C:9]1[CH:14]=[CH:13][C:12]([C@@H:15]([OH:18])[CH2:16][Br:17])=[CH:11][C:10]=1[N+:19]([O-])=O)[C:2]1[CH:7]=[CH:6][CH:5]=[CH:4][CH:3]=1.[C:22](OC(=O)C)(=[O:24])C.C(O)=O.NC1C=CC=CC=1. The catalyst is C1COCC1.C1(C)C=CC=CC=1.O=[Pt]=O. The product is [CH2:1]([O:8][C:9]1[CH:14]=[CH:13][C:12]([C@@H:15]([OH:18])[CH2:16][Br:17])=[CH:11][C:10]=1[NH:19][CH:22]=[O:24])[C:2]1[CH:7]=[CH:6][CH:5]=[CH:4][CH:3]=1. The yield is 0.780. (4) The reactants are [I:1][C:2]1[CH:7]=[CH:6][C:5]([NH:8][C:9]2[CH:17]=[N:16][CH:15]=[CH:14][C:10]=2[C:11](O)=[O:12])=[C:4]([CH3:18])[CH:3]=1.C(N1C=CN=C1)(N1C=CN=C1)=O.[CH3:31][S:32]([NH2:35])(=[O:34])=[O:33].C1CCN2C(=NCCC2)CC1. The catalyst is C1COCC1. The product is [I:1][C:2]1[CH:7]=[CH:6][C:5]([NH:8][C:9]2[CH:17]=[N:16][CH:15]=[CH:14][C:10]=2[C:11]([NH:35][S:32]([CH3:31])(=[O:34])=[O:33])=[O:12])=[C:4]([CH3:18])[CH:3]=1. The yield is 0.330. (5) The product is [ClH:1].[CH3:14][C:12]1[N:13]=[C:9]([NH:8][C:5]2[C:4]([O:15][C:16]3[CH:21]=[CH:20][CH:19]=[CH:18][CH:17]=3)=[CH:3][C:2]([S:35][C:29]3[CH:34]=[CH:33][CH:32]=[CH:31][CH:30]=3)=[CH:7][N:6]=2)[S:10][CH:11]=1. The catalyst is C1COCC1. The reactants are [Cl:1][C:2]1[CH:3]=[C:4]([O:15][C:16]2[CH:21]=[CH:20][CH:19]=[CH:18][CH:17]=2)[C:5]([NH:8][C:9]2[S:10][CH:11]=[C:12]([CH3:14])[N:13]=2)=[N:6][CH:7]=1.[Li]C.C([Li])CCC.[C:29]1([S:35][S:35][C:29]2[CH:34]=[CH:33][CH:32]=[CH:31][CH:30]=2)[CH:34]=[CH:33][CH:32]=[CH:31][CH:30]=1. The yield is 0.283. (6) The reactants are [C:1](#[N:8])[C:2]1[CH:7]=[CH:6][CH:5]=[CH:4][CH:3]=1.C(=O)([O-])[O-].[K+].[K+].Cl.[NH2:16][OH:17]. The catalyst is CO. The product is [OH:17]/[N:16]=[C:1](/[NH2:8])\[C:2]1[CH:7]=[CH:6][CH:5]=[CH:4][CH:3]=1. The yield is 0.743.